Task: Predict the product of the given reaction.. Dataset: Forward reaction prediction with 1.9M reactions from USPTO patents (1976-2016) (1) The product is: [CH3:19][C:2]1[CH:11]=[C:10]([C:12]([O:14][CH3:15])=[O:13])[C:9]([N+:16]([O-:18])=[O:17])=[CH:8][C:3]=1[C:4]([O:6][CH3:7])=[O:5]. Given the reactants Br[C:2]1[CH:11]=[C:10]([C:12]([O:14][CH3:15])=[O:13])[C:9]([N+:16]([O-:18])=[O:17])=[CH:8][C:3]=1[C:4]([O:6][CH3:7])=[O:5].[C:19](=O)([O-])[O-].[Cs+].[Cs+].CB1OB(C)OB(C)O1, predict the reaction product. (2) Given the reactants [NH2:1][C@H:2]1[CH2:7][CH2:6][C@H:5]([NH:8][C:9]2[CH:14]=[C:13]([C:15]3[CH:20]=[CH:19][CH:18]=[C:17]([NH:21][CH2:22][C:23]4([C:29]#[N:30])[CH2:28][CH2:27][O:26][CH2:25][CH2:24]4)[N:16]=3)[C:12]([Cl:31])=[CH:11][N:10]=2)[CH2:4][CH2:3]1.[CH3:32][C@:33]1([C:36]([F:39])([F:38])[F:37])[CH2:35][O:34]1.CC[OH:42], predict the reaction product. The product is: [Cl:31][C:12]1[C:13]([C:15]2[CH:20]=[CH:19][CH:18]=[C:17]([NH:21][CH2:22][C:23]3([C:29]#[N:30])[CH2:28][CH2:27][O:26][CH2:25][CH2:24]3)[N:16]=2)=[CH:14][C:9]([NH:8][C@H:5]2[CH2:6][CH2:7][C@H:2]([NH:1][CH2:32][C@:33]([OH:34])([CH3:35])[C:36]([F:39])([F:38])[F:37])[CH2:3][CH2:4]2)=[N:10][CH:11]=1.[F:37][C:36]([F:39])([F:38])[C:33]([OH:42])=[O:34]. (3) The product is: [F:1][C:14]1[CH:13]=[C:12]([C:10]([O:9][CH3:8])=[O:11])[S:16][CH:15]=1. Given the reactants [F:1][P-](F)(F)(F)(F)F.[CH3:8][O:9][C:10]([C:12]1[S:16][CH:15]=[C:14]([N+]#N)[CH:13]=1)=[O:11].N#N, predict the reaction product. (4) Given the reactants [CH3:1][O:2][C:3](=[O:27])[CH2:4][N:5]([CH3:26])[C:6]([C:8]1[N:12]([CH2:13][C:14]2[CH:19]=[CH:18][C:17]([O:20][CH3:21])=[CH:16][CH:15]=2)[N:11]=[CH:10][C:9]=1[C:22](OC)=[O:23])=[O:7].[H-].[Na+].[NH4+].[Cl-].O, predict the reaction product. The product is: [OH:23][C:22]1[C:9]2[CH:10]=[N:11][N:12]([CH2:13][C:14]3[CH:19]=[CH:18][C:17]([O:20][CH3:21])=[CH:16][CH:15]=3)[C:8]=2[C:6](=[O:7])[N:5]([CH3:26])[C:4]=1[C:3]([O:2][CH3:1])=[O:27]. (5) Given the reactants C(OP(O[CH2:10][C:11]1[O:15][N:14]=[C:13]([C:16]([O:18][CH2:19][CH3:20])=[O:17])[CH:12]=1)(OCC)=O)C.[F:21][C:22]1[CH:23]=[C:24](B(O)O)[CH:25]=[CH:26][CH:27]=1.C(=O)([O-])[O-].[K+].[K+].C1(P(C2C=CC=CC=2)C2C=CC=CC=2)C=CC=CC=1, predict the reaction product. The product is: [F:21][C:22]1[CH:27]=[C:26]([CH:25]=[CH:24][CH:23]=1)[CH2:10][C:11]1[O:15][N:14]=[C:13]([C:16]([O:18][CH2:19][CH3:20])=[O:17])[CH:12]=1. (6) The product is: [N:1]1[C:10]2[C:5](=[CH:6][C:7]([CH:11]([CH3:16])[C:12]([OH:14])=[O:13])=[CH:8][CH:9]=2)[CH:4]=[CH:3][CH:2]=1. Given the reactants [N:1]1[C:10]2[C:5](=[CH:6][C:7]([CH2:11][C:12]([OH:14])=[O:13])=[CH:8][CH:9]=2)[CH:4]=[CH:3][CH:2]=1.I[CH3:16], predict the reaction product.